This data is from Forward reaction prediction with 1.9M reactions from USPTO patents (1976-2016). The task is: Predict the product of the given reaction. (1) Given the reactants [CH:1]1([CH2:4][NH:5][C:6]2[O:7][CH2:8][C:9](=[O:15])[C:10]=2[C:11]([O:13][CH3:14])=[O:12])[CH2:3][CH2:2]1.C(OC)(=O)CC(OC)=O.ClCC(Cl)=O.C1(CN)CC1.[NH:35]1[C:43]2[C:38](=[CH:39][CH:40]=[CH:41][N:42]=2)[C:37]([CH:44]=O)=[CH:36]1.N1CCC[C@H]1C(O)=O, predict the reaction product. The product is: [NH:35]1[C:43]2=[N:42][CH:41]=[CH:40][CH:39]=[C:38]2[C:37]([CH:44]=[C:8]2[O:7][C:6]([NH:5][CH2:4][CH:1]3[CH2:3][CH2:2]3)=[C:10]([C:11]([O:13][CH3:14])=[O:12])[C:9]2=[O:15])=[CH:36]1. (2) The product is: [C:74]([O:73][C:71](=[O:72])[C@@H:65]([NH:64][C:30](=[O:32])[C:29]1[CH:28]=[CH:27][C:26]([CH2:25][NH:24][C:22](=[O:23])[CH2:21][CH2:20][CH2:19][CH2:18][CH2:17][CH2:16][CH2:15][CH2:14][CH2:13][CH2:12][CH2:11][CH2:10][CH2:9][CH2:8][C:6]([O:5][C:1]([CH3:2])([CH3:3])[CH3:4])=[O:7])=[CH:34][CH:33]=1)[CH2:66][CH2:67][C:68]([OH:70])=[O:69])([CH3:77])([CH3:75])[CH3:76]. Given the reactants [C:1]([O:5][C:6]([CH2:8][CH2:9][CH2:10][CH2:11][CH2:12][CH2:13][CH2:14][CH2:15][CH2:16][CH2:17][CH2:18][CH2:19][CH2:20][CH2:21][C:22]([NH:24][CH2:25][C:26]1[CH:34]=[CH:33][C:29]([C:30]([OH:32])=O)=[CH:28][CH:27]=1)=[O:23])=[O:7])([CH3:4])([CH3:3])[CH3:2].CCN(C(C)C)C(C)C.[B-](F)(F)(F)F.CN(C(ON1C(=O)CCC1=O)=[N+](C)C)C.[NH2:64][C@H:65]([C:71]([O:73][C:74]([CH3:77])([CH3:76])[CH3:75])=[O:72])[CH2:66][CH2:67][C:68](=[O:70])[OH:69], predict the reaction product. (3) Given the reactants [H-].[Na+].[CH2:3]([OH:9])[CH2:4][CH2:5][CH2:6][CH2:7][CH3:8].Br[CH2:11][C:12]([OH:14])=[O:13], predict the reaction product. The product is: [CH2:3]([O:9][CH2:11][C:12]([OH:14])=[O:13])[CH2:4][CH2:5][CH2:6][CH2:7][CH3:8].